Dataset: Forward reaction prediction with 1.9M reactions from USPTO patents (1976-2016). Task: Predict the product of the given reaction. (1) Given the reactants Br[C:2]1[CH:11]=[CH:10][CH:9]=[CH:8][C:3]=1[C:4]([NH:6][CH3:7])=[O:5].[F:12][C:13]1[CH:20]=[CH:19][C:16]([CH:17]=[O:18])=[CH:15][CH:14]=1, predict the reaction product. The product is: [OH:18][CH:17]([C:2]1[CH:11]=[CH:10][CH:9]=[CH:8][C:3]=1[C:4]([NH:6][CH3:7])=[O:5])[C:16]1[CH:19]=[CH:20][C:13]([F:12])=[CH:14][CH:15]=1. (2) Given the reactants [NH:1]1[CH2:4][CH:3]([C:5]2[C:6]([O:23][CH3:24])=[C:7]([CH:13]([NH:15][C:16](=[O:22])[O:17][C:18]([CH3:21])([CH3:20])[CH3:19])[CH3:14])[CH:8]=[C:9]([Cl:12])[C:10]=2[CH3:11])[CH2:2]1.CO.[CH3:27][C:28]([CH3:30])=O.C(O[BH-](OC(=O)C)OC(=O)C)(=O)C.[Na+], predict the reaction product. The product is: [Cl:12][C:9]1[C:10]([CH3:11])=[C:5]([CH:3]2[CH2:4][N:1]([CH:28]([CH3:30])[CH3:27])[CH2:2]2)[C:6]([O:23][CH3:24])=[C:7]([CH:13]([NH:15][C:16](=[O:22])[O:17][C:18]([CH3:19])([CH3:20])[CH3:21])[CH3:14])[CH:8]=1. (3) Given the reactants [Cl:1][C:2]1[CH:29]=[CH:28][C:5]2[NH:6][C:7](=[O:27])[CH:8]([CH2:19][C:20]3[CH:25]=[CH:24][CH:23]=[CH:22][C:21]=3[CH3:26])[N:9]=[C:10]([C:11]3[CH:16]=[CH:15][C:14]([O:17]C)=[CH:13][CH:12]=3)[C:4]=2[CH:3]=1.CCS, predict the reaction product. The product is: [Cl:1][C:2]1[CH:29]=[CH:28][C:5]2[NH:6][C:7](=[O:27])[CH:8]([CH2:19][C:20]3[CH:25]=[CH:24][CH:23]=[CH:22][C:21]=3[CH3:26])[N:9]=[C:10]([C:11]3[CH:16]=[CH:15][C:14]([OH:17])=[CH:13][CH:12]=3)[C:4]=2[CH:3]=1. (4) Given the reactants [Cl:1][C:2]1[CH:3]=[C:4]([CH:39]=[CH:40][C:41]=1[Cl:42])[CH2:5][O:6][C:7]1[CH:12]=[CH:11][C:10]([C@H:13]2[CH2:38][O:37][C:16]3=[CH:17][C:18]4[CH2:19][C@@H:20]([C:34](O)=[O:35])[N:21]([C@H:25]([C:28]5[CH:33]=[CH:32][CH:31]=[CH:30][CH:29]=5)[CH2:26][CH3:27])[CH2:22][C:23]=4[CH:24]=[C:15]3[O:14]2)=[CH:9][CH:8]=1.Cl.C[O:45][C:46](=[O:63])[C@@H:47]([NH2:62])[CH2:48][C:49]1[CH:54]=[CH:53][C:52]([C:55]2[CH:60]=[CH:59][C:58]([Cl:61])=[CH:57][CH:56]=2)=[CH:51][CH:50]=1, predict the reaction product. The product is: [Cl:61][C:58]1[CH:59]=[CH:60][C:55]([C:52]2[CH:53]=[CH:54][C:49]([CH2:48][C@H:47]([NH:62][C:34]([C@@H:20]3[CH2:19][C:18]4[CH:17]=[C:16]5[O:37][CH2:38][C@H:13]([C:10]6[CH:9]=[CH:8][C:7]([O:6][CH2:5][C:4]7[CH:39]=[CH:40][C:41]([Cl:42])=[C:2]([Cl:1])[CH:3]=7)=[CH:12][CH:11]=6)[O:14][C:15]5=[CH:24][C:23]=4[CH2:22][N:21]3[C@H:25]([C:28]3[CH:33]=[CH:32][CH:31]=[CH:30][CH:29]=3)[CH2:26][CH3:27])=[O:35])[C:46]([OH:45])=[O:63])=[CH:50][CH:51]=2)=[CH:56][CH:57]=1. (5) Given the reactants [CH3:1][CH:2]([CH3:9])[CH2:3][C:4](=[O:8])[C:5]([OH:7])=O.O.ON1C2C=CC=CC=2N=N1.C(Cl)CCl.[CH3:25][S:26]([C:29]1[CH:34]=[CH:33][C:32]([N:35]2[CH2:40][CH2:39][CH:38]([CH:41]3[CH2:46][CH2:45][NH:44][CH2:43][CH2:42]3)[CH2:37][CH2:36]2)=[CH:31][CH:30]=1)(=[O:28])=[O:27], predict the reaction product. The product is: [CH3:9][CH:2]([CH3:1])[CH2:3][C:4](=[O:8])[C:5]([N:44]1[CH2:43][CH2:42][CH:41]([CH:38]2[CH2:37][CH2:36][N:35]([C:32]3[CH:31]=[CH:30][C:29]([S:26]([CH3:25])(=[O:28])=[O:27])=[CH:34][CH:33]=3)[CH2:40][CH2:39]2)[CH2:46][CH2:45]1)=[O:7]. (6) Given the reactants [Cl:1][C:2]1[N:11]=[C:10]2[C:5]([CH:6]=[CH:7][C:8](=[O:12])[NH:9]2)=[CH:4][CH:3]=1.C(=O)([O-])[O-].[K+].[K+].Br[CH2:20][CH:21]1[O:25][CH2:24][CH2:23][O:22]1.O, predict the reaction product. The product is: [Cl:1][C:2]1[N:11]=[C:10]2[C:5]([CH:6]=[CH:7][C:8](=[O:12])[N:9]2[CH2:20][CH:21]2[O:25][CH2:24][CH2:23][O:22]2)=[CH:4][CH:3]=1.